This data is from Peptide-MHC class I binding affinity with 185,985 pairs from IEDB/IMGT. The task is: Regression. Given a peptide amino acid sequence and an MHC pseudo amino acid sequence, predict their binding affinity value. This is MHC class I binding data. (1) The peptide sequence is ISVNNVCHMY. The MHC is HLA-B53:01 with pseudo-sequence HLA-B53:01. The binding affinity (normalized) is 0.354. (2) The peptide sequence is TVSLAGSYR. The MHC is Patr-A0101 with pseudo-sequence Patr-A0101. The binding affinity (normalized) is 0.224. (3) The peptide sequence is LADQLIHLHY. The MHC is HLA-A29:02 with pseudo-sequence HLA-A29:02. The binding affinity (normalized) is 0.588. (4) The peptide sequence is LVNSIQRRTL. The MHC is H-2-Kb with pseudo-sequence H-2-Kb. The binding affinity (normalized) is 0.0608. (5) The peptide sequence is HLPRELIFQVW. The MHC is Mamu-A02 with pseudo-sequence Mamu-A02. The binding affinity (normalized) is 0.533. (6) The peptide sequence is YELDLWGKI. The MHC is HLA-A01:01 with pseudo-sequence HLA-A01:01. The binding affinity (normalized) is 0.0847. (7) The peptide sequence is LIDLAFLIK. The MHC is HLA-A31:01 with pseudo-sequence HLA-A31:01. The binding affinity (normalized) is 0.283.